This data is from Catalyst prediction with 721,799 reactions and 888 catalyst types from USPTO. The task is: Predict which catalyst facilitates the given reaction. (1) Reactant: [H-].[H-].[H-].[H-].[Li+].[Al+3].[CH2:7]([O:14][CH2:15][C:16]([NH:18][C:19]1[CH:24]=[CH:23][CH:22]=[C:21]([F:25])[CH:20]=1)=O)[C:8]1[CH:13]=[CH:12][CH:11]=[CH:10][CH:9]=1.C(Cl)Cl.[OH-].[Na+]. Product: [CH2:7]([O:14][CH2:15][CH2:16][NH:18][C:19]1[CH:24]=[CH:23][CH:22]=[C:21]([F:25])[CH:20]=1)[C:8]1[CH:9]=[CH:10][CH:11]=[CH:12][CH:13]=1. The catalyst class is: 27. (2) Reactant: [F:1][C:2]1[N:7]=[C:6]([NH2:8])[CH:5]=[CH:4][C:3]=1[C:9]1[O:10][C:11]2[CH:17]=[CH:16][C:15]([O:18][CH3:19])=[CH:14][C:12]=2[CH:13]=1.C[Si]([N-][Si](C)(C)C)(C)C.[Na+].[C:30](O[C:30]([O:32][C:33]([CH3:36])([CH3:35])[CH3:34])=[O:31])([O:32][C:33]([CH3:36])([CH3:35])[CH3:34])=[O:31].C([O-])(O)=O.[Na+]. Product: [C:33]([O:32][C:30](=[O:31])[NH:8][C:6]1[CH:5]=[CH:4][C:3]([C:9]2[O:10][C:11]3[CH:17]=[CH:16][C:15]([O:18][CH3:19])=[CH:14][C:12]=3[CH:13]=2)=[C:2]([F:1])[N:7]=1)([CH3:36])([CH3:35])[CH3:34]. The catalyst class is: 49. (3) Reactant: [CH3:1][N:2]1[CH:6]=[C:5]([C:7]2[C:15]3[C:14]([N:16]4[CH2:21][CH2:20][O:19][CH2:18][CH2:17]4)=[N:13][CH:12]=[N:11][C:10]=3[N:9]([CH2:22][O:23]CC[Si](C)(C)C)[CH:8]=2)[CH:4]=[N:3]1. Product: [CH3:1][N:2]1[CH:6]=[C:5]([C:7]2[C:15]3[C:14]([N:16]4[CH2:17][CH2:18][O:19][CH2:20][CH2:21]4)=[N:13][CH:12]=[N:11][C:10]=3[N:9]([CH2:22][OH:23])[CH:8]=2)[CH:4]=[N:3]1. The catalyst class is: 55. (4) Reactant: [NH2:1][C:2]1[CH:7]=[CH:6][CH:5]=[CH:4][CH:3]=1.[CH2:8]([Si:11]([CH3:14])([CH3:13])[CH3:12])[CH:9]=[CH2:10].[Cl-].[Cl-].[Cl-].[Al+3].[Al].[OH-].[Na+]. Product: [CH3:10][CH:9]([C:3]1[CH:4]=[CH:5][CH:6]=[CH:7][C:2]=1[NH2:1])[CH2:8][Si:11]([CH3:14])([CH3:13])[CH3:12]. The catalyst class is: 226. (5) The catalyst class is: 121. Product: [CH3:1][N:2]1[C:6]([CH2:7][O:8][CH2:9][C:10]2[CH:11]=[C:12]([N:16]3[C:20]4[CH:21]=[CH:22][C:23]([CH:25]([OH:27])[CH3:26])=[CH:24][C:19]=4[N:18]=[CH:17]3)[CH:13]=[CH:14][CH:15]=2)=[N:5][CH:4]=[N:3]1. Reactant: [CH3:1][N:2]1[C:6]([CH2:7][O:8][CH2:9][C:10]2[CH:11]=[C:12]([N:16]3[C:20]4[CH:21]=[CH:22][C:23]([C:25](=[O:27])[CH3:26])=[CH:24][C:19]=4[N:18]=[CH:17]3)[CH:13]=[CH:14][CH:15]=2)=[N:5][CH:4]=[N:3]1.[Na]. (6) Reactant: [Cl:1][C:2]1[CH:3]=[C:4]([C:12]2[S:16][C:15]([N:17]3[C:25]([CH3:26])=[C:20]4[CH2:21][NH:22][CH2:23][CH2:24][C:19]4=[N:18]3)=[N:14][N:13]=2)[CH:5]=[CH:6][C:7]=1[O:8][CH:9]([CH3:11])[CH3:10].CC1(C)[O:33][CH2:32][C:31](=O)[CH2:30][O:29]1.C(O[BH-](OC(=O)C)OC(=O)C)(=O)C.[Na+]. Product: [Cl:1][C:2]1[CH:3]=[C:4]([C:12]2[S:16][C:15]([N:17]3[C:25]([CH3:26])=[C:20]4[CH2:21][N:22]([CH:31]([CH2:32][OH:33])[CH2:30][OH:29])[CH2:23][CH2:24][C:19]4=[N:18]3)=[N:14][N:13]=2)[CH:5]=[CH:6][C:7]=1[O:8][CH:9]([CH3:11])[CH3:10]. The catalyst class is: 4. (7) Reactant: [OH:1][C@H:2]1[CH2:7][CH2:6][CH2:5][C@@H:4]([CH2:8][O:9][C:10]([CH3:21])([CH2:18][CH:19]=[CH2:20])[C:11]([O:13][C:14]([CH3:17])([CH3:16])[CH3:15])=[O:12])[CH2:3]1. Product: [OH:1][C@H:2]1[CH2:7][CH2:6][CH2:5][C@@H:4]([CH2:8][O:9][C:10]([CH3:21])([CH2:18][CH2:19][CH3:20])[C:11]([O:13][C:14]([CH3:16])([CH3:15])[CH3:17])=[O:12])[CH2:3]1. The catalyst class is: 78. (8) Reactant: [CH3:1][CH:2]1[CH2:7][CH:6]([OH:8])[CH:5]=[C:4]([C:9]2[CH:14]=[CH:13][N:12]=[CH:11][C:10]=2[N+:15]([O-:17])=[O:16])[CH2:3]1.N1C=CN=C1.[CH3:23][C:24]([Si:27](Cl)([CH3:29])[CH3:28])([CH3:26])[CH3:25].CCOC(C)=O. Product: [Si:27]([O:8][CH:6]1[CH2:7][CH:2]([CH3:1])[CH2:3][C:4]([C:9]2[CH:14]=[CH:13][N:12]=[CH:11][C:10]=2[N+:15]([O-:17])=[O:16])=[CH:5]1)([C:24]([CH3:26])([CH3:25])[CH3:23])([CH3:29])[CH3:28]. The catalyst class is: 18.